From a dataset of Full USPTO retrosynthesis dataset with 1.9M reactions from patents (1976-2016). Predict the reactants needed to synthesize the given product. The reactants are: [N+:1]([C:4]1[CH:5]=[C:6]([N:10]2[CH2:15][CH2:14][N:13]([CH2:16][CH2:17][C:18]([O:20]CC)=O)[CH2:12][CH2:11]2)[CH:7]=[CH:8][CH:9]=1)([O-:3])=[O:2].O.[NH2:24][NH2:25]. Given the product [N+:1]([C:4]1[CH:5]=[C:6]([N:10]2[CH2:15][CH2:14][N:13]([CH2:16][CH2:17][C:18]([NH:24][NH2:25])=[O:20])[CH2:12][CH2:11]2)[CH:7]=[CH:8][CH:9]=1)([O-:3])=[O:2], predict the reactants needed to synthesize it.